This data is from Full USPTO retrosynthesis dataset with 1.9M reactions from patents (1976-2016). The task is: Predict the reactants needed to synthesize the given product. (1) Given the product [F:22][C:17]1[CH:16]=[C:15]([C:10]2([O:13][CH3:14])[CH2:11][CH2:12][NH:8][CH2:9]2)[CH:20]=[C:19]([F:21])[CH:18]=1, predict the reactants needed to synthesize it. The reactants are: C([N:8]1[CH2:12][CH2:11][C:10]([C:15]2[CH:20]=[C:19]([F:21])[CH:18]=[C:17]([F:22])[CH:16]=2)([O:13][CH3:14])[CH2:9]1)C1C=CC=CC=1.C([O-])=O.[NH4+]. (2) Given the product [O:11]=[C:9]1[N:8]([CH2:22][C:23]([O:25][CH2:26][CH3:27])=[O:24])[C:7]2[CH:12]=[C:3]([C:2]([F:1])([F:13])[F:14])[CH:4]=[CH:5][C:6]=2[O:10]1, predict the reactants needed to synthesize it. The reactants are: [F:1][C:2]([F:14])([F:13])[C:3]1[CH:4]=[CH:5][C:6]2[O:10][C:9](=[O:11])[NH:8][C:7]=2[CH:12]=1.C([O-])([O-])=O.[K+].[K+].Br[CH2:22][C:23]([O:25][CH2:26][CH3:27])=[O:24]. (3) Given the product [Cl:1][C:2]1[CH:14]=[C:13]2[C:5]([C:6]3[CH2:7][CH2:8][CH2:9][C:10]([C:30]([F:33])([F:31])[F:32])([OH:25])[C:11]=3[NH:12]2)=[CH:4][C:3]=1[F:34], predict the reactants needed to synthesize it. The reactants are: [Cl:1][C:2]1[CH:14]=[C:13]2[C:5]([C:6]3[CH2:7][CH2:8][CH2:9][C:10]([C:30]([F:33])([F:32])[F:31])([O:25][Si](C)(C)C)[C:11]=3[N:12]2S(C2C=CC(C)=CC=2)(=O)=O)=[CH:4][C:3]=1[F:34].[OH-].[K+].CCO. (4) Given the product [Cl-:46].[Cl-:46].[F:1][C:2]1[CH:3]=[C:4]([N:8]2[C@@:12]3([CH2:17][CH2:16][NH+:15]([CH2:18][C:19]4[CH:20]=[C:21]([C:31]5[CH:32]=[CH:33][CH:34]=[CH:35][C:30]=5[CH3:39])[CH:22]=[CH:23][CH:24]=4)[C@@H:14]([CH3:26])[CH2:13]3)[C:11]([NH2+:27][CH3:28])=[N:10][C:9]2=[O:29])[CH:5]=[CH:6][CH:7]=1, predict the reactants needed to synthesize it. The reactants are: [F:1][C:2]1[CH:3]=[C:4]([N:8]2[C@@:12]3([CH2:17][CH2:16][N:15]([CH2:18][C:19]4[CH:24]=[CH:23][CH:22]=[C:21](I)[CH:20]=4)[C@@H:14]([CH3:26])[CH2:13]3)[C:11]([NH:27][CH3:28])=[N:10][C:9]2=[O:29])[CH:5]=[CH:6][CH:7]=1.[C:30]1([CH3:39])[CH:35]=[CH:34][CH:33]=[CH:32][C:31]=1B(O)O.C([O-])([O-])=O.[K+].[K+].[ClH:46]. (5) Given the product [Br:1][C:2]1[CH:7]=[CH:6][C:5]2[C:4](=[C:9]([CH3:10])[N:14]([CH3:17])[N:15]=2)[C:3]=1[F:12], predict the reactants needed to synthesize it. The reactants are: [Br:1][C:2]1[C:3]([F:12])=[C:4]([C:9](=O)[CH3:10])[C:5](F)=[CH:6][CH:7]=1.O.[NH2:14][NH2:15].O.[CH2:17](O)CCC. (6) Given the product [Si:18]([O:8][C:4]1[CH:5]=[CH:6][CH:7]=[C:2]([Br:1])[CH:3]=1)([C:15]([CH3:17])([CH3:16])[CH3:14])([CH3:20])[CH3:19], predict the reactants needed to synthesize it. The reactants are: [Br:1][C:2]1[CH:3]=[C:4]([OH:8])[CH:5]=[CH:6][CH:7]=1.N1C=CN=C1.[CH3:14][C:15]([Si:18](Cl)([CH3:20])[CH3:19])([CH3:17])[CH3:16].